This data is from Forward reaction prediction with 1.9M reactions from USPTO patents (1976-2016). The task is: Predict the product of the given reaction. (1) Given the reactants [C:1]([C:5]1[CH:10]=[CH:9][C:8]([S:11]([N:14]([CH2:22][C:23]([OH:25])=O)[C:15]2[CH:20]=[CH:19][C:18]([CH3:21])=[CH:17][CH:16]=2)(=[O:13])=[O:12])=[CH:7][CH:6]=1)([CH3:4])([CH3:3])[CH3:2].[CH2:26]([NH:28][CH2:29][C:30]1[S:31][CH:32]=[CH:33][N:34]=1)[CH3:27], predict the reaction product. The product is: [C:1]([C:5]1[CH:10]=[CH:9][C:8]([S:11]([N:14]([C:15]2[CH:16]=[CH:17][C:18]([CH3:21])=[CH:19][CH:20]=2)[CH2:22][C:23]([N:28]([CH2:26][CH3:27])[CH2:29][C:30]2[S:31][CH:32]=[CH:33][N:34]=2)=[O:25])(=[O:13])=[O:12])=[CH:7][CH:6]=1)([CH3:4])([CH3:2])[CH3:3]. (2) Given the reactants [Cl:1][C:2]1[C:7]([F:8])=[CH:6][CH:5]=[C:4]([Cl:9])[C:3]=1[CH2:10][CH2:11]C([CH2:11][CH2:10][C:3]1[C:4]([Cl:9])=[CH:5][CH:6]=[C:7]([F:8])[C:2]=1[Cl:1])=O.[BH4-].[Na+].Cl.C[OH:29], predict the reaction product. The product is: [Cl:1][C:2]1[C:7]([F:8])=[CH:6][CH:5]=[C:4]([Cl:9])[C:3]=1[CH:10]([OH:29])[CH3:11]. (3) Given the reactants Cl[C:2]1[N:7]=[C:6]([N:8]2[C:12]3[CH:13]=[C:14]([NH2:17])[CH:15]=[CH:16][C:11]=3[N:10]=[CH:9]2)[CH:5]=[N:4][CH:3]=1.C(=O)([O-])[O-].[Na+].[Na+].C(O[CH2:28][CH3:29])(=O)C, predict the reaction product. The product is: [N:8]1[CH:29]=[CH:28][C:16]([C:2]2[N:7]=[C:6]([N:8]3[C:12]4[CH:13]=[C:14]([NH2:17])[CH:15]=[CH:16][C:11]=4[N:10]=[CH:9]3)[CH:5]=[N:4][CH:3]=2)=[CH:11][CH:12]=1. (4) Given the reactants Br[C:2]1[CH:3]=[CH:4][C:5]2[N:6]([CH:8]=[C:9]([C:11]3[CH:16]=[CH:15][C:14]([F:17])=[CH:13][CH:12]=3)[N:10]=2)[CH:7]=1.[NH:18]1[CH2:23][CH2:22][O:21][CH2:20][CH2:19]1.CC(C)([O-])C.[Na+].C1C=CC(P(C2C(C3C(P(C4C=CC=CC=4)C4C=CC=CC=4)=CC=C4C=3C=CC=C4)=C3C(C=CC=C3)=CC=2)C2C=CC=CC=2)=CC=1, predict the reaction product. The product is: [F:17][C:14]1[CH:15]=[CH:16][C:11]([C:9]2[N:10]=[C:5]3[CH:4]=[CH:3][C:2]([N:18]4[CH2:23][CH2:22][O:21][CH2:20][CH2:19]4)=[CH:7][N:6]3[CH:8]=2)=[CH:12][CH:13]=1. (5) Given the reactants Br[C:2]1[CH:10]=[CH:9][C:5]([N:6]([CH3:8])[CH3:7])=[CH:4][CH:3]=1.[CH:11]([C:13]1[CH:14]=[C:15](B(O)O)[CH:16]=[CH:17][C:18]=1[O:19][CH3:20])=[O:12], predict the reaction product. The product is: [CH3:7][N:6]([CH3:8])[C:5]1[CH:9]=[CH:10][C:2]([C:15]2[CH:16]=[CH:17][C:18]([O:19][CH3:20])=[C:13]([CH:11]=[O:12])[CH:14]=2)=[CH:3][CH:4]=1. (6) Given the reactants [N:1]1[CH:6]=[CH:5][CH:4]=[CH:3][C:2]=1[N:7]1[C:11]([C:12]([F:15])([F:14])[F:13])=[C:10]([C:16]([O:18]CC)=[O:17])[N:9]=[CH:8]1.[OH-].[Na+], predict the reaction product. The product is: [N:1]1[CH:6]=[CH:5][CH:4]=[CH:3][C:2]=1[N:7]1[C:11]([C:12]([F:13])([F:14])[F:15])=[C:10]([C:16]([OH:18])=[O:17])[N:9]=[CH:8]1. (7) Given the reactants [NH2:1][CH2:2][CH:3]([OH:6])[CH2:4][OH:5].[CH2:7]([NH:19][C:20](N1C=CN=C1)=[O:21])[CH2:8][CH2:9][CH2:10][CH2:11][CH2:12][CH2:13][CH2:14][CH2:15][CH2:16][CH2:17][CH3:18], predict the reaction product. The product is: [OH:6][CH:3]([CH2:4][OH:5])[CH2:2][NH:1][C:20]([NH:19][CH2:7][CH2:8][CH2:9][CH2:10][CH2:11][CH2:12][CH2:13][CH2:14][CH2:15][CH2:16][CH2:17][CH3:18])=[O:21]. (8) Given the reactants C[O:2][C:3]([C:5]1[CH:6]=[C:7]([CH:18]=[CH:19][C:20]=1[O:21][CH3:22])[O:8][C:9]1[CH:14]=[CH:13][C:12]([N+:15]([O-:17])=[O:16])=[CH:11][CH:10]=1)=[O:4].[OH-].[K+].O, predict the reaction product. The product is: [C:3]([C:5]1[CH:6]=[C:7]([CH:18]=[CH:19][C:20]=1[O:21][CH3:22])[O:8][C:9]1[CH:10]=[CH:11][C:12]([N+:15]([O-:17])=[O:16])=[CH:13][CH:14]=1)([OH:4])=[O:2]. (9) Given the reactants [F:1][C:2]1[CH:22]=[C:21]([S:23]([CH3:26])(=[O:25])=[O:24])[C:20]([F:27])=[CH:19][C:3]=1[CH2:4][N:5]1[CH2:9][CH2:8][N:7]([CH:10]2[CH2:15][CH2:14][N:13]([C:16]#[N:17])[CH2:12][CH2:11]2)[C:6]1=[O:18].[F:28][C:29]([F:35])([F:34])[C:30](N)=[N:31][OH:32].C([O-])(O)=O.[Na+], predict the reaction product. The product is: [F:1][C:2]1[CH:22]=[C:21]([S:23]([CH3:26])(=[O:25])=[O:24])[C:20]([F:27])=[CH:19][C:3]=1[CH2:4][N:5]1[CH2:9][CH2:8][N:7]([CH:10]2[CH2:15][CH2:14][N:13]([C:16]3[O:32][N:31]=[C:30]([C:29]([F:35])([F:34])[F:28])[N:17]=3)[CH2:12][CH2:11]2)[C:6]1=[O:18].